Predict which catalyst facilitates the given reaction. From a dataset of Catalyst prediction with 721,799 reactions and 888 catalyst types from USPTO. (1) Reactant: [F:1][C:2]1[C:11]2[C:6](=[CH:7][CH:8]=[C:9]([F:12])[CH:10]=2)[C:5]([N:13]2[CH2:18][CH2:17][N:16](C([O-])=O)[C@H:15]([CH3:22])[CH2:14]2)=[CH:4][CH:3]=1.C. Product: [F:1][C:2]1[C:11]2[C:6](=[CH:7][CH:8]=[C:9]([F:12])[CH:10]=2)[C:5]([N:13]2[CH2:18][CH2:17][NH:16][C@H:15]([CH3:22])[CH2:14]2)=[CH:4][CH:3]=1. The catalyst class is: 19. (2) Reactant: Cl.[Br:2][C:3]1[CH:8]=[CH:7][C:6]([CH:9]2[CH2:14][CH2:13][NH:12][CH2:11][CH2:10]2)=[CH:5][CH:4]=1.[C:15](Cl)(=[O:17])[CH3:16]. Product: [Br:2][C:3]1[CH:8]=[CH:7][C:6]([CH:9]2[CH2:10][CH2:11][N:12]([C:15](=[O:17])[CH3:16])[CH2:13][CH2:14]2)=[CH:5][CH:4]=1. The catalyst class is: 1. (3) Reactant: [C:1]([C:3]1[CH:8]=[CH:7][C:6]([C:9]2[CH2:10][CH2:11][N:12]([C:16]([O:18][C:19]([CH3:22])([CH3:21])[CH3:20])=[O:17])[CH2:13][CH2:14][CH:15]=2)=[CH:5][CH:4]=1)#[N:2].C(C1C=CC(C2CCCN(C(OC(C)(C)C)=O)CC=2)=CC=1)#N. Product: [C:1]([C:3]1[CH:4]=[CH:5][C:6]([CH:9]2[CH2:15][CH2:14][CH2:13][N:12]([C:16]([O:18][C:19]([CH3:22])([CH3:21])[CH3:20])=[O:17])[CH2:11][CH2:10]2)=[CH:7][CH:8]=1)#[N:2]. The catalyst class is: 153.